From a dataset of Reaction yield outcomes from USPTO patents with 853,638 reactions. Predict the reaction yield, written as a fraction of the theoretical maximum amount of product (1.0 means a 100% yield; for example, 0.34 means a 34% yield). The reactants are C(Cl)(=O)C(Cl)=O.CS(C)=O.[OH:11][CH:12]1[C:16]2[N:17]=[CH:18][N:19]=[C:20]([N:21]3[CH2:26][CH2:25][N:24]([C:27]([O:29][C:30]([CH3:33])([CH3:32])[CH3:31])=[O:28])[CH2:23][CH2:22]3)[C:15]=2[C@H:14]([CH3:34])[CH2:13]1.O. The catalyst is C(Cl)Cl.CCOC(C)=O. The product is [CH3:34][C@H:14]1[C:15]2[C:20]([N:21]3[CH2:26][CH2:25][N:24]([C:27]([O:29][C:30]([CH3:33])([CH3:32])[CH3:31])=[O:28])[CH2:23][CH2:22]3)=[N:19][CH:18]=[N:17][C:16]=2[C:12](=[O:11])[CH2:13]1. The yield is 0.796.